From a dataset of hERG potassium channel inhibition data for cardiac toxicity prediction from Karim et al.. Regression/Classification. Given a drug SMILES string, predict its toxicity properties. Task type varies by dataset: regression for continuous values (e.g., LD50, hERG inhibition percentage) or binary classification for toxic/non-toxic outcomes (e.g., AMES mutagenicity, cardiotoxicity, hepatotoxicity). Dataset: herg_karim. (1) The molecule is CN(O)C(=O)c1cc2c(CN3CCCC3C(N)=O)cn(Cc3ccc(F)cc3)c2cn1. The result is 1 (blocker). (2) The compound is COc1cccc(-c2cc3c(N[C@@H]4CC[C@](C)(N)C4(C)C)c(C(N)=O)cnn3c2)c1. The result is 1 (blocker). (3) The drug is O=C(Cn1ncccc1=O)Nc1ccc(C[C@@H]2CC[C@H]([C@H](O)c3ccccc3)N2)cc1. The result is 0 (non-blocker). (4) The molecule is Clc1ccc(-n2cc(NCCN3CCCCC3)nn2)cc1. The result is 1 (blocker). (5) The compound is Cc1nc2c(c(-c3ccc(Cl)cc3Cl)c1CN)CN(CC(=O)N1CCN(C)CC1)C2=O. The result is 0 (non-blocker).